Dataset: Reaction yield outcomes from USPTO patents with 853,638 reactions. Task: Predict the reaction yield, written as a fraction of the theoretical maximum amount of product (1.0 means a 100% yield; for example, 0.34 means a 34% yield). The reactants are CC1(C)C2C(=C(P(C3C=CC=CC=3)C3C=CC=CC=3)C=CC=2)OC2C(P(C3C=CC=CC=3)C3C=CC=CC=3)=CC=CC1=2.C(=O)([O-])[O-].[Cs+].[Cs+].Cl[C:50]1[CH:51]=[C:52]([CH:56]=[CH:57][N:58]=1)[C:53]([OH:55])=[O:54].[Cl:59][C:60]1[CH:61]=[CH:62][C:63]([NH2:66])=[N:64][CH:65]=1. The catalyst is O1CCOCC1.C([O-])(=O)C.[Pd+2].C([O-])(=O)C. The product is [Cl:59][C:60]1[CH:61]=[CH:62][C:63]([NH:66][C:50]2[CH:51]=[C:52]([CH:56]=[CH:57][N:58]=2)[C:53]([OH:55])=[O:54])=[N:64][CH:65]=1. The yield is 0.740.